From a dataset of Forward reaction prediction with 1.9M reactions from USPTO patents (1976-2016). Predict the product of the given reaction. (1) Given the reactants OC[C:3]1[CH:8]=[CH:7][CH:6]=[CH:5][C:4]=1[CH:9](O)[CH3:10].S(Cl)([Cl:14])=O.[CH2:16]([Cl:18])Cl, predict the reaction product. The product is: [Cl:14][CH:9]([C:4]1[CH:5]=[CH:6][CH:7]=[CH:8][C:3]=1[CH2:16][Cl:18])[CH3:10]. (2) Given the reactants [CH3:1][O:2][C:3]1[CH:8]=[CH:7][C:6]([CH2:9][C:10]#[CH:11])=[CH:5][CH:4]=1.Br[C:13]1[C:14]([NH:21][CH2:22][C:23]([CH3:26])([CH3:25])[CH3:24])=[N:15][C:16]([C:19]#[N:20])=[N:17][CH:18]=1.C(N(CC)CC)C, predict the reaction product. The product is: [CH3:24][C:23]([CH3:26])([CH3:25])[CH2:22][N:21]1[C:14]2[N:15]=[C:16]([C:19]#[N:20])[N:17]=[CH:18][C:13]=2[CH:11]=[C:10]1[CH2:9][C:6]1[CH:7]=[CH:8][C:3]([O:2][CH3:1])=[CH:4][CH:5]=1.